This data is from Peptide-MHC class II binding affinity with 134,281 pairs from IEDB. The task is: Regression. Given a peptide amino acid sequence and an MHC pseudo amino acid sequence, predict their binding affinity value. This is MHC class II binding data. The peptide sequence is EKKYFAATWFEPLAA. The MHC is DRB1_0701 with pseudo-sequence DRB1_0701. The binding affinity (normalized) is 0.837.